Binary Classification. Given a drug SMILES string, predict its activity (active/inactive) in a high-throughput screening assay against a specified biological target. From a dataset of Cav3 T-type calcium channel HTS with 100,875 compounds. (1) The drug is s1c(NC(=O)C2CN(C(C)C)C(=O)C2)nc2c1cccc2. The result is 0 (inactive). (2) The drug is O=C(Nc1ccc(cc1)CC(O)=O)c1ccc(NC(=O)c2occc2)cc1. The result is 0 (inactive). (3) The compound is S(CC(=O)NCc1cccnc1)c1ccc(cc1)C. The result is 0 (inactive). (4) The molecule is Brc1n(c2c(n(c(=O)[nH]c2=O)C)n1)CCC(=O)c1ccccc1. The result is 0 (inactive). (5) The drug is S(=O)(=O)(NC(C(CC)C)C(=O)N1CCC(CC1)C(=O)NC(C)C(O)=O)c1ccc(cc1)C. The result is 0 (inactive). (6) The drug is OC1(C(C(C(C(=O)C1)C(OCC)=O)c1cc(OC)ccc1)C(OCC)=O)C. The result is 0 (inactive). (7) The compound is o1c(C2CC(=CC(O)=C2C(=O)C)c2occc2)ccc1. The result is 0 (inactive). (8) The molecule is O(C(=O)C(NC(=O)C(C)C)Cc1c2c([nH]c1)cccc2)C. The result is 0 (inactive).